From a dataset of Catalyst prediction with 721,799 reactions and 888 catalyst types from USPTO. Predict which catalyst facilitates the given reaction. (1) Reactant: Cl[CH2:2][C:3](=[N:16][NH:17][C:18]([NH2:20])=[O:19])[CH2:4][O:5][C:6]1[CH:11]=[CH:10][CH:9]=[C:8]([C:12]([F:15])([F:14])[F:13])[CH:7]=1.[P:21]([O:26]C)([O:24][CH3:25])[O:22][CH3:23]. Product: [F:13][C:12]([F:15])([F:14])[C:8]1[CH:7]=[C:6]([CH:11]=[CH:10][CH:9]=1)[O:5][CH2:4][C:3](=[N:16][NH:17][C:18]([NH2:20])=[O:19])[CH2:2][P:21](=[O:26])([O:24][CH3:25])[O:22][CH3:23]. The catalyst class is: 11. (2) Reactant: [CH3:1][C:2]1[C:19]([O:20]C(=O)C)=[CH:18][C:5]2[CH:6]=[C:7]([C:9](=[O:17])[CH2:10][N:11]3[CH2:16][CH2:15][O:14][CH2:13][CH2:12]3)[O:8][C:4]=2[C:3]=1[CH3:24].C(=O)(O)[O-].[Na+]. Product: [OH:20][C:19]1[C:2]([CH3:1])=[C:3]([CH3:24])[C:4]2[O:8][C:7]([C:9](=[O:17])[CH2:10][N:11]3[CH2:16][CH2:15][O:14][CH2:13][CH2:12]3)=[CH:6][C:5]=2[CH:18]=1. The catalyst class is: 5. (3) Reactant: [C:1]([Mg]Br)#[CH:2].[F:5][C:6]1[CH:11]=[CH:10][C:9]([C:12]([C:14]2[CH:19]=[CH:18][CH:17]=[CH:16][CH:15]=2)=[O:13])=[CH:8][CH:7]=1. Product: [F:5][C:6]1[CH:7]=[CH:8][C:9]([C:12]([C:14]2[CH:15]=[CH:16][CH:17]=[CH:18][CH:19]=2)([OH:13])[C:1]#[CH:2])=[CH:10][CH:11]=1. The catalyst class is: 1. (4) Reactant: [F:1][C:2]1[CH:13]=[C:12]([F:14])[CH:11]=[C:10]([F:15])[C:3]=1[CH:4]=[C:5]([C:8]#[N:9])[C:6]#[N:7].[BH4-].[Na+]. Product: [F:1][C:2]1[CH:13]=[C:12]([F:14])[CH:11]=[C:10]([F:15])[C:3]=1[CH2:4][CH:5]([C:8]#[N:9])[C:6]#[N:7]. The catalyst class is: 8.